From a dataset of CYP1A2 inhibition data for predicting drug metabolism from PubChem BioAssay. Regression/Classification. Given a drug SMILES string, predict its absorption, distribution, metabolism, or excretion properties. Task type varies by dataset: regression for continuous measurements (e.g., permeability, clearance, half-life) or binary classification for categorical outcomes (e.g., BBB penetration, CYP inhibition). Dataset: cyp1a2_veith. (1) The molecule is COc1ccccc1CNc1ccnc(-c2ccccc2OC)n1. The result is 1 (inhibitor). (2) The drug is CN1CCN(Cc2nc3cccc4c3c([n+]2[O-])-c2ccccc2-4)CC1. The result is 1 (inhibitor). (3) The molecule is CC(/C=C/c1ccccc1)=N/NC(=O)CNC(=O)c1ccc2c(c1)OCO2. The result is 1 (inhibitor). (4) The result is 1 (inhibitor). The compound is NC(=NCc1ccc(Cl)c(Cl)c1)NC(=O)c1nc(Cl)c(N)nc1N. (5) The molecule is COc1cccc(/C=N/n2nnc3c(cnn3-c3ccccc3)c2=O)c1. The result is 0 (non-inhibitor). (6) The molecule is O=C1NC([O-])=NC1(c1ccccc1)c1ccccc1.[Na+]. The result is 0 (non-inhibitor). (7) The compound is COc1ccc(S(=O)(=O)N(CC(=O)N2CCCC2)Cc2ccccc2)cc1. The result is 0 (non-inhibitor).